This data is from Catalyst prediction with 721,799 reactions and 888 catalyst types from USPTO. The task is: Predict which catalyst facilitates the given reaction. (1) Reactant: [C:1]1(C)[CH:6]=[CH:5][CH:4]=[CH:3][CH:2]=1.[N:8](CC)(CC)CC.[C:15]1(=[O:25])[O:20][C:18](=O)[C:17]2=[CH:21][CH:22]=[CH:23][CH:24]=[C:16]12. Product: [C@@H:1]1([N:8]2[C:15](=[O:25])[C:16]3[C:17](=[CH:21][CH:22]=[CH:23][CH:24]=3)[C:18]2=[O:20])[CH2:6][CH2:5][CH:4]=[CH:3][CH2:2]1. The catalyst class is: 6. (2) Reactant: [Br:1][C:2]1[C:6]2[CH:7]=[C:8]([CH2:11]Cl)[CH:9]=[CH:10][C:5]=2[S:4][CH:3]=1.[OH:13][C:14]1[CH:19]=[CH:18][C:17]([C@@H:20]([C:27]#[C:28][CH3:29])[CH2:21][C:22]([O:24][CH2:25][CH3:26])=[O:23])=[CH:16][CH:15]=1.C([O-])([O-])=O.[K+].[K+]. Product: [Br:1][C:2]1[C:6]2[CH:7]=[C:8]([CH2:11][O:13][C:14]3[CH:15]=[CH:16][C:17]([C@@H:20]([C:27]#[C:28][CH3:29])[CH2:21][C:22]([O:24][CH2:25][CH3:26])=[O:23])=[CH:18][CH:19]=3)[CH:9]=[CH:10][C:5]=2[S:4][CH:3]=1. The catalyst class is: 23. (3) Reactant: C([C:3]([CH2:16][CH3:17])(P(O)(O)=O)/[C:4](/[CH3:11])=[C:5](\CC)/[C:6]([O-:8])=[O:7])C.CN1C(=O)N(C)C[CH2:21][CH2:20]1.[Li]CCCC.[F:32][C:33]([F:56])([F:55])[C:34]([C:38]1[CH:43]=[C:42]([C:44]([CH3:47])([CH3:46])[CH3:45])[CH:41]=[C:40]([C:48]([CH3:51])([CH3:50])[CH3:49])[C:39]=1[O:52][CH2:53][CH3:54])=CC=O. Product: [CH2:20]([O:8][C:6](=[O:7])/[CH:5]=[C:4](\[CH3:11])/[CH:3]=[CH:16]/[CH:17]=[C:34](\[C:38]1[CH:43]=[C:42]([C:44]([CH3:45])([CH3:46])[CH3:47])[CH:41]=[C:40]([C:48]([CH3:49])([CH3:50])[CH3:51])[C:39]=1[O:52][CH2:53][CH3:54])/[C:33]([F:55])([F:56])[F:32])[CH3:21]. The catalyst class is: 1. (4) Reactant: [CH2:1]([Si:3]([C:8]#[CH:9])([CH2:6]C)[CH2:4]C)C.[Li]CCCC.CCCCCC.CON(C)[C:24]([CH:26]1[CH2:32][CH2:31][CH2:30][CH2:29][CH2:28][CH2:27]1)=[O:25]. Product: [CH:26]1([C:24](=[O:25])[C:9]#[C:8][Si:3]([CH3:1])([CH3:4])[CH3:6])[CH2:32][CH2:31][CH2:30][CH2:29][CH2:28][CH2:27]1. The catalyst class is: 1. (5) Reactant: [OH:1][C:2]1[CH:3]=[C:4]([Br:11])[CH:5]=[C:6]([CH:10]=1)[C:7]([OH:9])=[O:8].C([O-])([O-])=O.[K+].[K+].[CH:18]1[CH:23]=[CH:22][C:21]([CH2:24]Br)=[CH:20][CH:19]=1.Cl. Product: [CH2:24]([O:1][C:2]1[CH:10]=[C:6]([CH:5]=[C:4]([Br:11])[CH:3]=1)[C:7]([OH:9])=[O:8])[C:21]1[CH:22]=[CH:23][CH:18]=[CH:19][CH:20]=1. The catalyst class is: 18. (6) Reactant: C[O:2][C:3](=[O:38])[CH2:4][C:5]1[S:6][C:7]([C:10]2[NH:14][C:13]([C@H:15]3[N:23]4[C:18](=[CH:19][C:20]([C:25]5[CH:30]=[C:29]([Cl:31])[CH:28]=[CH:27][C:26]=5[N:32]5[CH:36]=[N:35][N:34]=[N:33]5)=[CH:21][C:22]4=[O:24])[CH2:17][CH2:16]3)=[N:12][C:11]=2[Cl:37])=[CH:8][CH:9]=1.ClCCl. Product: [ClH:31].[Cl:37][C:11]1[N:12]=[C:13]([C@H:15]2[N:23]3[C:18](=[CH:19][C:20]([C:25]4[CH:30]=[C:29]([Cl:31])[CH:28]=[CH:27][C:26]=4[N:32]4[CH:36]=[N:35][N:34]=[N:33]4)=[CH:21][C:22]3=[O:24])[CH2:17][CH2:16]2)[NH:14][C:10]=1[C:7]1[S:6][C:5]([CH2:4][C:3]([OH:38])=[O:2])=[CH:9][CH:8]=1. The catalyst class is: 10. (7) Reactant: [Li+].[Cl-].[CH3:3][N:4]1[C:12](=[O:13])[C:11]2[N:10]([CH3:14])[CH:9]=[N:8][C:7]=2[N:6]([CH3:15])[C:5]1=[O:16].Br[CH2:18][C:19](=[CH2:25])[C:20]([O:22][CH2:23][CH3:24])=[O:21].C([Cu])#N. Product: [CH3:3][N:4]1[C:12](=[O:13])[C:11]2[N:10]([CH3:14])[C:9]([CH2:25][C:19](=[CH2:18])[C:20]([O:22][CH2:23][CH3:24])=[O:21])=[N:8][C:7]=2[N:6]([CH3:15])[C:5]1=[O:16]. The catalyst class is: 1.